This data is from Catalyst prediction with 721,799 reactions and 888 catalyst types from USPTO. The task is: Predict which catalyst facilitates the given reaction. (1) Reactant: S(Cl)(Cl)=O.[Br:5][CH2:6][C@@:7]([OH:12])([CH3:11])[C:8](O)=[O:9].CCN(CC)CC.[NH2:20][C:21]1[CH:22]=[CH:23][C:24]([C:31]#[N:32])=[C:25]([C:27]([F:30])([F:29])[F:28])[CH:26]=1. Product: [Br:5][CH2:6][C@@:7]([OH:12])([CH3:11])[C:8]([NH:20][C:21]1[CH:22]=[CH:23][C:24]([C:31]#[N:32])=[C:25]([C:27]([F:28])([F:29])[F:30])[CH:26]=1)=[O:9]. The catalyst class is: 20. (2) Reactant: [F:1][C:2]1[C:3]([O:24][C@H:25]2[C@H:29]([OH:30])[CH2:28][O:27][CH2:26]2)=[C:4]([CH:18]=[C:19]([N+:21]([O-:23])=[O:22])[CH:20]=1)[CH2:5][N:6]([CH3:17])[C:7](=[O:16])[O:8][CH2:9][C:10]1[CH:15]=[CH:14][CH:13]=[CH:12][CH:11]=1.[N+:31]([C:34]1[CH:42]=[CH:41][C:37]([C:38](O)=[O:39])=[CH:36][CH:35]=1)([O-:33])=[O:32].C1C=CC(P(C2C=CC=CC=2)C2C=CC=CC=2)=CC=1.CC(OC(/N=N/C(OC(C)C)=O)=O)C. Product: [N+:31]([C:34]1[CH:35]=[CH:36][C:37]([C:38]([O:30][C@@H:29]2[C@H:25]([O:24][C:3]3[C:2]([F:1])=[CH:20][C:19]([N+:21]([O-:23])=[O:22])=[CH:18][C:4]=3[CH2:5][N:6]([C:7]([O:8][CH2:9][C:10]3[CH:15]=[CH:14][CH:13]=[CH:12][CH:11]=3)=[O:16])[CH3:17])[CH2:26][O:27][CH2:28]2)=[O:39])=[CH:41][CH:42]=1)([O-:33])=[O:32]. The catalyst class is: 1. (3) Reactant: Cl[C:2]1[N:7]=[CH:6][C:5]([C:8]23[CH2:16][N:12]([CH2:13][CH2:14][CH2:15]2)[CH2:11][CH2:10][CH2:9]3)=[CH:4][CH:3]=1.[CH3:17][O:18][C:19]1[CH:20]=[C:21](B(O)O)[CH:22]=[CH:23][C:24]=1[O:25][CH3:26].C(=O)([O-])[O-].[K+].[K+].C(=O)([O-])[O-].[Na+].[Na+]. Product: [CH3:17][O:18][C:19]1[CH:20]=[C:21]([C:2]2[N:7]=[CH:6][C:5]([C:8]34[CH2:16][N:12]([CH2:13][CH2:14][CH2:15]3)[CH2:11][CH2:10][CH2:9]4)=[CH:4][CH:3]=2)[CH:22]=[CH:23][C:24]=1[O:25][CH3:26]. The catalyst class is: 600. (4) Reactant: [CH:1]([C:4]1[N:5]=[C:6]([C:12]2[CH:17]=[CH:16][C:15]([O:18][C:19]([F:22])([F:21])[F:20])=[CH:14][CH:13]=2)[O:7][C:8]=1[CH:9]([OH:11])[CH3:10])([CH3:3])[CH3:2].[CH3:23][O:24][C:25](=[O:36])[CH2:26][CH2:27][C:28]1[CH:33]=[CH:32][C:31](O)=[CH:30][C:29]=1[CH3:35].C(P(CCCC)CCCC)CCC.N(C(N1CCCCC1)=O)=NC(N1CCCCC1)=O. Product: [CH3:23][O:24][C:25](=[O:36])[CH2:26][CH2:27][C:28]1[CH:33]=[CH:32][C:31]([O:11][CH:9]([C:8]2[O:7][C:6]([C:12]3[CH:17]=[CH:16][C:15]([O:18][C:19]([F:21])([F:22])[F:20])=[CH:14][CH:13]=3)=[N:5][C:4]=2[CH:1]([CH3:2])[CH3:3])[CH3:10])=[CH:30][C:29]=1[CH3:35]. The catalyst class is: 11.